The task is: Predict the reactants needed to synthesize the given product.. This data is from Full USPTO retrosynthesis dataset with 1.9M reactions from patents (1976-2016). (1) Given the product [C:44]([C:48]1[CH:64]=[CH:63][C:51]([CH2:52][N:53]([CH2:54][CH2:55][C:56]2[CH:61]=[CH:60][CH:59]=[CH:58][C:57]=2[F:62])[C:10]([C:8]2[CH:7]=[CH:6][CH:5]=[C:4]3[C:9]=2[NH:1][CH:2]=[CH:3]3)=[O:12])=[CH:50][CH:49]=1)([CH3:47])([CH3:45])[CH3:46], predict the reactants needed to synthesize it. The reactants are: [NH:1]1[C:9]2[C:4](=[CH:5][CH:6]=[CH:7][C:8]=2[C:10]([OH:12])=O)[CH:3]=[CH:2]1.CN(C(ON1N=NC2C=CC=CC1=2)=[N+](C)C)C.[B-](F)(F)(F)F.C(N(CC)C(C)C)(C)C.[C:44]([C:48]1[CH:64]=[CH:63][C:51]([CH2:52][NH:53][CH2:54][CH2:55][C:56]2[CH:61]=[CH:60][CH:59]=[CH:58][C:57]=2[F:62])=[CH:50][CH:49]=1)([CH3:47])([CH3:46])[CH3:45]. (2) Given the product [F:21][C:15]1[CH:16]=[C:17]([F:20])[CH:18]=[C:19]2[C:14]=1[CH:13]=[CH:12][C:11](=[O:22])[N:10]2[CH2:9][CH2:8][N:5]1[CH2:6][CH2:7][C@@H:2]([NH:1][CH2:37][C:34]2[N:33]=[CH:32][C:31]3[O:30][CH2:29][CH2:28][O:27][C:36]=3[CH:35]=2)[C@H:3]([C:23]([O:25][CH3:26])=[O:24])[CH2:4]1, predict the reactants needed to synthesize it. The reactants are: [NH2:1][C@@H:2]1[CH2:7][CH2:6][N:5]([CH2:8][CH2:9][N:10]2[C:19]3[C:14](=[C:15]([F:21])[CH:16]=[C:17]([F:20])[CH:18]=3)[CH:13]=[CH:12][C:11]2=[O:22])[CH2:4][C@H:3]1[C:23]([O:25][CH3:26])=[O:24].[O:27]1[C:36]2[CH:35]=[C:34]([CH:37]=O)[N:33]=[CH:32][C:31]=2[O:30][CH2:29][CH2:28]1.C(O[BH-](OC(=O)C)OC(=O)C)(=O)C.[Na+]. (3) Given the product [CH:9]1([S:8][C:4]2[CH:5]=[CH:6][CH:7]=[C:2]([Br:1])[CH:3]=2)[CH2:14][CH2:13][CH2:12][CH2:11][CH2:10]1, predict the reactants needed to synthesize it. The reactants are: [Br:1][C:2]1[CH:3]=[C:4]([SH:8])[CH:5]=[CH:6][CH:7]=1.[CH:9]1(Br)[CH2:14][CH2:13][CH2:12][CH2:11][CH2:10]1.C(=O)([O-])[O-].[K+].[K+]. (4) Given the product [CH:12]1[N:13]2[C:22]3[C:17]([CH2:16][CH2:15][C:14]2=[C:10]([CH2:9][C@H:5]([CH2:4][CH2:3][CH2:2][NH:1][C:37]([O:36][CH:32]([O:31][C:23]([C:24]2[CH:29]=[CH:28][CH:27]=[CH:26][CH:25]=2)=[O:30])[CH:33]([CH3:35])[CH3:34])=[O:38])[C:6]([OH:8])=[O:7])[N:11]=1)=[CH:18][CH:19]=[CH:20][CH:21]=3, predict the reactants needed to synthesize it. The reactants are: [NH2:1][CH2:2][CH2:3][CH2:4][C@@H:5]([CH2:9][C:10]1[N:11]=[CH:12][N:13]2[C:22]3[C:17](=[CH:18][CH:19]=[CH:20][CH:21]=3)[CH2:16][CH2:15][C:14]=12)[C:6]([OH:8])=[O:7].[C:23]([O:31][CH:32]([O:36][C:37](OC1C=CC([N+]([O-])=O)=CC=1)=[O:38])[CH:33]([CH3:35])[CH3:34])(=[O:30])[C:24]1[CH:29]=[CH:28][CH:27]=[CH:26][CH:25]=1.O. (5) Given the product [OH:34][C@:30]([C:27]1[CH:26]=[C:25]([CH3:24])[O:29][N:28]=1)([CH3:31])[C:32]#[C:33][C:2]1[CH:3]=[CH:4][C:5]2[O:11][CH:10]([C:12]([OH:15])([CH3:14])[CH3:13])[CH2:9][N:8]3[CH:16]=[C:17]([C:19]([O:21][CH3:22])=[O:20])[N:18]=[C:7]3[C:6]=2[CH:23]=1, predict the reactants needed to synthesize it. The reactants are: Br[C:2]1[CH:3]=[CH:4][C:5]2[O:11][CH:10]([C:12]([OH:15])([CH3:14])[CH3:13])[CH2:9][N:8]3[CH:16]=[C:17]([C:19]([O:21][CH3:22])=[O:20])[N:18]=[C:7]3[C:6]=2[CH:23]=1.[CH3:24][C:25]1[O:29][N:28]=[C:27]([C@:30]([OH:34])([C:32]#[CH:33])[CH3:31])[CH:26]=1. (6) Given the product [NH2:29][C:26]1[CH:27]=[CH:28][C:23]([F:22])=[CH:24][C:25]=1[NH:30][C:17](=[O:19])[C:16]1[CH:15]=[CH:14][C:13]([CH2:12][NH:11][C:1](=[O:10])[CH:2]=[CH:3][C:4]2[CH:5]=[CH:6][CH:7]=[CH:8][CH:9]=2)=[CH:21][CH:20]=1, predict the reactants needed to synthesize it. The reactants are: [C:1]([NH:11][CH2:12][C:13]1[CH:21]=[CH:20][C:16]([C:17]([OH:19])=O)=[CH:15][CH:14]=1)(=[O:10])[CH:2]=[CH:3][C:4]1[CH:9]=[CH:8][CH:7]=[CH:6][CH:5]=1.[F:22][C:23]1[CH:28]=[CH:27][C:26]([NH2:29])=[C:25]([NH2:30])[CH:24]=1.FC(F)(F)C(O)=O.